Dataset: Full USPTO retrosynthesis dataset with 1.9M reactions from patents (1976-2016). Task: Predict the reactants needed to synthesize the given product. (1) Given the product [CH:26]([C:29]1[CH:34]=[CH:33][CH:32]=[C:31]([CH3:35])[C:30]=1[C:2]1[S:6][C:5]2[CH:7]=[C:8]([O:11][CH3:12])[CH:9]=[CH:10][C:4]=2[C:3]=1[O:13][C:14]1[CH:19]=[CH:18][C:17](/[CH:20]=[CH:21]/[C:22]([O:24][CH3:25])=[O:23])=[CH:16][CH:15]=1)([CH3:28])[CH3:27], predict the reactants needed to synthesize it. The reactants are: Br[C:2]1[S:6][C:5]2[CH:7]=[C:8]([O:11][CH3:12])[CH:9]=[CH:10][C:4]=2[C:3]=1[O:13][C:14]1[CH:19]=[CH:18][C:17](/[CH:20]=[CH:21]/[C:22]([O:24][CH3:25])=[O:23])=[CH:16][CH:15]=1.[CH:26]([C:29]1[CH:34]=[CH:33][CH:32]=[C:31]([CH3:35])[C:30]=1B(O)O)([CH3:28])[CH3:27].[OH-].[Ba+2].[OH-].Cl. (2) Given the product [CH3:1][O:2][CH2:3][CH2:4][N:5]([CH2:22][C:23]1[CH:35]=[CH:34][C:26]([O:27][CH2:28][C:29]([OH:31])=[O:30])=[C:25]([CH3:36])[CH:24]=1)[C:6]1[N:11]=[C:10]([C:12]2[CH:13]=[CH:14][C:15]([C:18]([F:21])([F:20])[F:19])=[CH:16][CH:17]=2)[CH:9]=[CH:8][N:7]=1, predict the reactants needed to synthesize it. The reactants are: [CH3:1][O:2][CH2:3][CH2:4][N:5]([CH2:22][C:23]1[CH:35]=[CH:34][C:26]([O:27][CH2:28][C:29]([O:31]CC)=[O:30])=[C:25]([CH3:36])[CH:24]=1)[C:6]1[N:11]=[C:10]([C:12]2[CH:17]=[CH:16][C:15]([C:18]([F:21])([F:20])[F:19])=[CH:14][CH:13]=2)[CH:9]=[CH:8][N:7]=1.[OH-].[Na+]. (3) Given the product [Br:14][C:15]1[N:23]2[C:18]([CH:19]=[N:20][C:21]([NH:24][C:25]3[CH:30]=[CH:29][CH:28]=[C:27]([N:31]4[CH2:36][CH2:35][O:34][CH2:33][CH2:32]4)[CH:26]=3)=[N:22]2)=[CH:17][CH:16]=1, predict the reactants needed to synthesize it. The reactants are: BrC1N2C(C=NC(S(C)=O)=N2)=CC=1.[Br:14][C:15]1[N:23]2[C:18]([CH:19]=[N:20][C:21]([NH:24][C:25]3[CH:30]=[CH:29][CH:28]=[C:27]([N:31]4[CH2:36][CH2:35][O:34][CH2:33][CH2:32]4)[CH:26]=3)=[N:22]2)=[CH:17][CH:16]=1.N1(C2C=C(N)C=CC=2)CCOCC1.C(N(CC)C(C)C)(C)C. (4) Given the product [CH2:35]([C:3]([OH:2])([CH2:31][CH3:32])[CH2:4][CH2:5][C:6]1[CH:7]=[CH:8][C:9]([C@H:12]2[CH2:16][CH2:15][C@H:14]([NH:17][C@@H:18]([C:20]3[C:29]4[C:24](=[CH:25][CH:26]=[CH:27][CH:28]=4)[CH:23]=[CH:22][CH:21]=3)[CH3:19])[CH2:13]2)=[CH:10][CH:11]=1)[CH3:36], predict the reactants needed to synthesize it. The reactants are: C[O:2][C:3](=O)[CH2:4][CH2:5][C:6]1[CH:11]=[CH:10][C:9]([C@H:12]2[CH2:16][CH2:15][C@H:14]([NH:17][C@@H:18]([C:20]3[C:29]4[C:24](=[CH:25][CH:26]=[CH:27][CH:28]=4)[CH:23]=[CH:22][CH:21]=3)[CH3:19])[CH2:13]2)=[CH:8][CH:7]=1.[CH2:31]([Mg]Br)[CH3:32].[C:35](OCC)(=O)[CH3:36].